This data is from hERG potassium channel inhibition data for cardiac toxicity prediction from Karim et al.. The task is: Regression/Classification. Given a drug SMILES string, predict its toxicity properties. Task type varies by dataset: regression for continuous values (e.g., LD50, hERG inhibition percentage) or binary classification for toxic/non-toxic outcomes (e.g., AMES mutagenicity, cardiotoxicity, hepatotoxicity). Dataset: herg_karim. (1) The result is 0 (non-blocker). The compound is Cc1cc2ncc(C(=O)NCC(C)(C)NCC(=O)N3CCCC3C#N)cn2n1. (2) The drug is CN(C)c1cccc([C@]2(O)CC[C@@H](N3CC(NC(=O)CNC(=O)c4cccc(C(F)(F)F)c4)C3)CC2)c1. The result is 0 (non-blocker). (3) The molecule is CN(Cc1ccc(-c2ccccc2)cc1)C(=O)N1CCC[C@H]1CN1CCCC1. The result is 1 (blocker). (4) The result is 1 (blocker). The molecule is C[C@H]1CN(c2nc(N3CCOC[C@@H]3C)c3ccc(-c4ccccc4)nc3n2)C[C@@H](C)O1. (5) The molecule is Cc1cnc2c(C(=O)NCCO)cn(Cc3ncnc(N(C)C)c3C)c2c1. The result is 0 (non-blocker).